Regression/Classification. Given a drug SMILES string, predict its toxicity properties. Task type varies by dataset: regression for continuous values (e.g., LD50, hERG inhibition percentage) or binary classification for toxic/non-toxic outcomes (e.g., AMES mutagenicity, cardiotoxicity, hepatotoxicity). Dataset: herg_karim. From a dataset of hERG potassium channel inhibition data for cardiac toxicity prediction from Karim et al.. (1) The compound is Cc1cncc2cccc(S(=O)(=O)N3CCCN(C(=O)CN)C[C@@H]3C)c12. The result is 0 (non-blocker). (2) The compound is CC(C)=CCn1c(N2CCCC(N)C2)c(C#N)c2c1c(=O)n(Cc1cnc3ccccc3n1)c(=O)n2C. The result is 1 (blocker). (3) The compound is C=CCOCC1CCC(N2CC(NC(=O)CNc3nn(C)c4ccc(C(F)(F)F)cc34)C2)CC1. The result is 1 (blocker). (4) The molecule is O=C(N[C@H]1CC[C@H](c2ccc(O)cc2)CC1)C1Cc2ccccc2CN1. The result is 0 (non-blocker). (5) The compound is COc1ccc(-c2ccc3c(N4CCOC[C@@H]4C)nc(N4CC[C@@H](O)C4)nc3n2)cc1CO. The result is 1 (blocker). (6) The molecule is Cc1nc2ccccc2c(=O)n1-c1ccc(OCCCN2CCC[C@H]2C)cc1. The result is 0 (non-blocker). (7) The drug is CC(C)c1ncc(C2(O)CCC(N3CC(NC(=O)CNc4ncnc5ccc(C(F)(F)F)cc45)C3)CC2)s1. The result is 0 (non-blocker).